From a dataset of Reaction yield outcomes from USPTO patents with 853,638 reactions. Predict the reaction yield, written as a fraction of the theoretical maximum amount of product (1.0 means a 100% yield; for example, 0.34 means a 34% yield). (1) The catalyst is ClCCl.CN(C1C=CN=CC=1)C.O. The reactants are [Cl:1][C:2]1[CH:7]=[CH:6][C:5]([C:8]([F:11])([F:10])[F:9])=[CH:4][C:3]=1[OH:12].[S:13](O[S:13]([C:16]([F:19])([F:18])[F:17])(=[O:15])=[O:14])([C:16]([F:19])([F:18])[F:17])(=[O:15])=[O:14]. The product is [S:13]([O:12][C:3]1[CH:4]=[C:5]([C:8]([F:10])([F:11])[F:9])[CH:6]=[CH:7][C:2]=1[Cl:1])([C:16]([F:19])([F:18])[F:17])(=[O:15])=[O:14]. The yield is 0.850. (2) The reactants are [C:1]([O:5][C:6]([N:8]1[CH2:12][CH2:11][CH2:10][CH:9]1[CH2:13][O:14][C:15]1[CH:20]=[CH:19][C:18](I)=[CH:17][C:16]=1[CH3:22])=[O:7])([CH3:4])([CH3:3])[CH3:2].CCN(CC)CC. The catalyst is CS(C)=O.CO.CC([O-])=O.CC([O-])=O.[Pd+2].C1(P(C2C=CC=CC=2)CCCP(C2C=CC=CC=2)C2C=CC=CC=2)C=CC=CC=1. The product is [CH3:1][O:5][C:6](=[O:7])[C:18]1[CH:19]=[CH:20][C:15]([O:14][CH2:13][CH:9]2[CH2:10][CH2:11][CH2:12][N:8]2[C:6]([O:5][C:1]([CH3:4])([CH3:3])[CH3:2])=[O:7])=[C:16]([CH3:22])[CH:17]=1. The yield is 0.560. (3) The reactants are C(OC([N:8]=[C:9]1[N:13]([CH2:14][CH2:15][CH2:16][O:17][C:18]2[CH:19]=[C:20]([CH:24]=[CH:25][CH:26]=2)[C:21]([OH:23])=[O:22])[C:12]2[CH:27]=[CH:28][CH:29]=[CH:30][C:11]=2[N:10]1[CH2:31][C:32]1[CH:37]=[CH:36][CH:35]=[C:34]([N:38]2[CH2:43][CH2:42][N:41]([CH2:44][C:45]3[CH2:50][C:49]([CH3:52])([CH3:51])[CH2:48][CH2:47][C:46]=3[C:53]3[CH:58]=[CH:57][C:56]([Cl:59])=[CH:55][CH:54]=3)[CH2:40][CH2:39]2)[CH:33]=1)=O)(C)(C)C.C(O)(C(F)(F)F)=O. The catalyst is ClCCl. The product is [Cl:59][C:56]1[CH:55]=[CH:54][C:53]([C:46]2[CH2:47][CH2:48][C:49]([CH3:52])([CH3:51])[CH2:50][C:45]=2[CH2:44][N:41]2[CH2:40][CH2:39][N:38]([C:34]3[CH:33]=[C:32]([CH:37]=[CH:36][CH:35]=3)[CH2:31][N:10]3[C:11]4[CH:30]=[CH:29][CH:28]=[CH:27][C:12]=4[N:13]([CH2:14][CH2:15][CH2:16][O:17][C:18]4[CH:19]=[C:20]([CH:24]=[CH:25][CH:26]=4)[C:21]([OH:23])=[O:22])[C:9]3=[NH:8])[CH2:43][CH2:42]2)=[CH:58][CH:57]=1. The yield is 0.0600.